Predict the reactants needed to synthesize the given product. From a dataset of Full USPTO retrosynthesis dataset with 1.9M reactions from patents (1976-2016). (1) Given the product [Br:1][C:2]1[CH:3]=[C:4]2[C:13](=[CH:14][C:15]=1[F:16])[CH:12]1[CH2:17][CH:10]([CH2:11]1)[N:9]1[C:5]2=[N:6][C:7]([C:18]([NH2:22])=[O:20])=[CH:8]1, predict the reactants needed to synthesize it. The reactants are: [Br:1][C:2]1[CH:3]=[C:4]2[C:13](=[CH:14][C:15]=1[F:16])[CH:12]1[CH2:17][CH:10]([CH2:11]1)[N:9]1[C:5]2=[N:6][C:7]([C:18]([OH:20])=O)=[CH:8]1.C[N:22](C(ON1N=NC2C=CC=CC1=2)=[N+](C)C)C.F[P-](F)(F)(F)(F)F.CCN(C(C)C)C(C)C.N.O. (2) Given the product [OH:38][CH:37]([C:39]1[CH:44]=[CH:43][CH:42]=[CH:41][CH:40]=1)[CH2:36][NH:35][C:16]([C@@H:9]1[CH2:10][C:11](=[N:13][O:14][CH3:15])[CH2:12][N:8]1[C:6](=[O:7])[C:34]1[CH:33]=[CH:32][CH:31]=[CH:27][C:26]=1[O:19][C:20]1[CH:21]=[CH:22][CH:23]=[CH:24][CH:25]=1)=[O:18], predict the reactants needed to synthesize it. The reactants are: C(O[C:6]([N:8]1[CH2:12][C:11](=[N:13][O:14][CH3:15])[CH2:10][C@H:9]1[C:16]([OH:18])=O)=[O:7])(C)(C)C.[O:19]([C:26]1[CH:34]=[CH:33][CH:32]=[CH:31][C:27]=1C(O)=O)[C:20]1[CH:25]=[CH:24][CH:23]=[CH:22][CH:21]=1.[NH2:35][CH2:36][CH:37]([C:39]1[CH:44]=[CH:43][CH:42]=[CH:41][CH:40]=1)[OH:38]. (3) Given the product [CH2:1]([S:3][C:9]1[N:18]=[CH:17][C:16]2[C:11](=[CH:12][C:13]([OH:19])=[CH:14][CH:15]=2)[N:10]=1)[CH3:2], predict the reactants needed to synthesize it. The reactants are: [CH2:1]([SH:3])[CH3:2].[Al+3].[Cl-].[Cl-].[Cl-].Cl[C:9]1[N:18]=[CH:17][C:16]2[C:11](=[CH:12][C:13]([O:19]C)=[CH:14][CH:15]=2)[N:10]=1.